Dataset: Forward reaction prediction with 1.9M reactions from USPTO patents (1976-2016). Task: Predict the product of the given reaction. (1) The product is: [F:39][C:40]([F:45])([F:44])[C:41]([OH:43])=[O:42].[Cl:32][C:29]1[CH:30]=[CH:31][C:26]([C:11]2([C:24]#[N:25])[CH:10]([CH2:34][C:35]([CH3:38])([CH3:37])[CH3:36])[NH:9][CH:8]([C:6]([OH:7])=[O:5])[CH:12]2[C:13]2[CH:18]=[CH:17][C:16]([C:19]([F:21])([F:22])[F:20])=[C:15]([Cl:23])[CH:14]=2)=[C:27]([F:33])[CH:28]=1. Given the reactants C([O:5][C:6]([CH:8]1[CH:12]([C:13]2[CH:18]=[CH:17][C:16]([C:19]([F:22])([F:21])[F:20])=[C:15]([Cl:23])[CH:14]=2)[C:11]([C:26]2[CH:31]=[CH:30][C:29]([Cl:32])=[CH:28][C:27]=2[F:33])([C:24]#[N:25])[CH:10]([CH2:34][C:35]([CH3:38])([CH3:37])[CH3:36])[NH:9]1)=[O:7])(C)(C)C.[F:39][C:40]([F:45])([F:44])[C:41]([OH:43])=[O:42], predict the reaction product. (2) The product is: [Br:1][C:2]1[CH:18]=[CH:17][CH:16]=[CH:15][C:3]=1[O:4][C:5]1[CH:13]=[CH:12][C:8]([C:9]([NH:48][CH2:49][C:50]2[C:51]([OH:58])=[N:52][C:53]([CH3:57])=[CH:54][C:55]=2[CH3:56])=[O:11])=[CH:7][C:6]=1[Cl:14]. Given the reactants [Br:1][C:2]1[CH:18]=[CH:17][CH:16]=[CH:15][C:3]=1[O:4][C:5]1[CH:13]=[CH:12][C:8]([C:9]([OH:11])=O)=[CH:7][C:6]=1[Cl:14].ON1C2C=CC=CC=2N=N1.Cl.C(N=C=NCCCN(C)C)C.C(N(CC)CC)C.[NH2:48][CH2:49][C:50]1[C:51]([OH:58])=[N:52][C:53]([CH3:57])=[CH:54][C:55]=1[CH3:56], predict the reaction product. (3) Given the reactants Cl.[Cl:2][C:3]1[CH:8]=[C:7]([C:9]2[CH:14]=[C:13]([Cl:15])[CH:12]=[C:11]([Cl:16])[CH:10]=2)[N:6]=[C:5]2[CH2:17][CH2:18][CH2:19][C:4]=12.[NH2:20][C:21]1[CH:29]=[CH:28][C:24]([CH2:25][CH2:26][OH:27])=[CH:23][CH:22]=1, predict the reaction product. The product is: [ClH:2].[Cl:16][C:11]1[CH:10]=[C:9]([C:7]2[N:6]=[C:5]3[CH2:17][CH2:18][CH2:19][C:4]3=[C:3]([NH:20][C:21]3[CH:29]=[CH:28][C:24]([CH2:25][CH2:26][OH:27])=[CH:23][CH:22]=3)[CH:8]=2)[CH:14]=[C:13]([Cl:15])[CH:12]=1. (4) Given the reactants [CH:1]([C:5]1[CH:10]=[CH:9][CH:8]=[CH:7][C:6]=1[NH:11][C:12]([NH2:14])=[S:13])([CH2:3][CH3:4])[CH3:2].Br[CH2:16][C:17](OC)=[O:18].[N+](C1C=CC([N:30]([C:34]2[CH:39]=[CH:38][C:37]([C:40]3[N:44]=[CH:43][N:42]([C:45]4[CH:50]=[CH:49][C:48]([O:51][C:52]([F:55])([F:54])[F:53])=[CH:47][CH:46]=4)[N:41]=3)=[CH:36][CH:35]=2)[C:31](=O)[O-:32])=CC=1)([O-])=O.CCN(C(C)C)C(C)C, predict the reaction product. The product is: [CH:1]([C:5]1[CH:10]=[CH:9][CH:8]=[CH:7][C:6]=1[N:11]1[C:17](=[O:18])[CH2:16][S:13]/[C:12]/1=[N:14]\[C:31]([NH:30][C:34]1[CH:39]=[CH:38][C:37]([C:40]2[N:44]=[CH:43][N:42]([C:45]3[CH:50]=[CH:49][C:48]([O:51][C:52]([F:53])([F:54])[F:55])=[CH:47][CH:46]=3)[N:41]=2)=[CH:36][CH:35]=1)=[O:32])([CH2:3][CH3:4])[CH3:2].